This data is from Reaction yield outcomes from USPTO patents with 853,638 reactions. The task is: Predict the reaction yield, written as a fraction of the theoretical maximum amount of product (1.0 means a 100% yield; for example, 0.34 means a 34% yield). (1) The reactants are O.[O:2]1[CH2:7][CH:6]=[C:5]([C:8]2[N:13]=[C:12]([C:14]3[CH:19]=[CH:18][C:17]([N+:20]([O-])=O)=[CH:16][CH:15]=3)[N:11]=[C:10]([N:23]3[CH:28]4[CH2:29][CH2:30][CH:24]3[CH2:25][O:26][CH2:27]4)[N:9]=2)[CH2:4][CH2:3]1. The catalyst is C(O)(=O)C.C(OCC)(=O)C.[Fe]. The product is [CH:24]12[N:23]([C:10]3[N:9]=[C:8]([C:5]4[CH2:6][CH2:7][O:2][CH2:3][CH:4]=4)[N:13]=[C:12]([C:14]4[CH:15]=[CH:16][C:17]([NH2:20])=[CH:18][CH:19]=4)[N:11]=3)[CH:28]([CH2:29][CH2:30]1)[CH2:27][O:26][CH2:25]2. The yield is 0.740. (2) The reactants are Br[C:2]1[CH:3]=[C:4]([N:13]([CH2:20][CH3:21])[CH:14]2[CH2:19][CH2:18][O:17][CH2:16][CH2:15]2)[C:5]([CH3:12])=[C:6]([CH:11]=1)[C:7]([O:9][CH3:10])=[O:8].[O:22]1[CH2:27][CH2:26][N:25]([CH2:28][C:29]2[CH:34]=[CH:33][C:32](B3OC(C)(C)C(C)(C)O3)=[CH:31][CH:30]=2)[CH2:24][CH2:23]1.C([O-])([O-])=O.[Na+].[Na+]. The catalyst is O1CCOCC1.O.O.C1C=CC([P]([Pd]([P](C2C=CC=CC=2)(C2C=CC=CC=2)C2C=CC=CC=2)([P](C2C=CC=CC=2)(C2C=CC=CC=2)C2C=CC=CC=2)[P](C2C=CC=CC=2)(C2C=CC=CC=2)C2C=CC=CC=2)(C2C=CC=CC=2)C2C=CC=CC=2)=CC=1. The product is [CH2:20]([N:13]([CH:14]1[CH2:19][CH2:18][O:17][CH2:16][CH2:15]1)[C:4]1[C:5]([CH3:12])=[C:6]([C:7]([O:9][CH3:10])=[O:8])[CH:11]=[C:2]([C:32]2[CH:31]=[CH:30][C:29]([CH2:28][N:25]3[CH2:26][CH2:27][O:22][CH2:23][CH2:24]3)=[CH:34][CH:33]=2)[CH:3]=1)[CH3:21]. The yield is 0.590. (3) The reactants are C[O:2][C:3]1[CH:8]=[CH:7][C:6]([N:9]2[C:17]3[CH:16]=[CH:15][N:14]=[CH:13][C:12]=3[N:11]=[C:10]2[C:18]2[C:19]([NH2:23])=[N:20][O:21][N:22]=2)=[CH:5][CH:4]=1.B(Br)(Br)Br. The catalyst is ClCCl. The product is [NH2:23][C:19]1[C:18]([C:10]2[N:9]([C:6]3[CH:7]=[CH:8][C:3]([OH:2])=[CH:4][CH:5]=3)[C:17]3[CH:16]=[CH:15][N:14]=[CH:13][C:12]=3[N:11]=2)=[N:22][O:21][N:20]=1. The yield is 0.540. (4) The reactants are [NH2:1][C:2]1[N:3]=[N:4][C:5]([I:8])=[CH:6][CH:7]=1.Br[CH2:10][C:11](=O)[C:12]([O:14][CH2:15][CH3:16])=[O:13].P([O-])([O-])(O)=O.[Na+].[Na+]. The catalyst is CN(C)C(=O)C. The product is [I:8][C:5]1[CH:6]=[CH:7][C:2]2[N:3]([CH:10]=[C:11]([C:12]([O:14][CH2:15][CH3:16])=[O:13])[N:1]=2)[N:4]=1. The yield is 0.440. (5) The yield is 0.840. The catalyst is C(O)(=O)C. The product is [Br:1][C:11]1[C:12]([CH3:15])=[C:13]([CH3:14])[C:6]2[O:5][C:4]([CH3:17])([CH3:3])[C:8](=[O:9])[C:7]=2[C:10]=1[CH3:16]. The reactants are [Br:1]Br.[CH3:3][C:4]1([CH3:17])[C:8](=[O:9])[C:7]2[C:10]([CH3:16])=[CH:11][C:12]([CH3:15])=[C:13]([CH3:14])[C:6]=2[O:5]1.S([O-])([O-])=O.[Na+].[Na+]. (6) The reactants are F[C:2]1[CH:3]=[CH:4][C:5]([N+:9]([O-:11])=[O:10])=[C:6]([OH:8])[CH:7]=1.[CH3:12][O-:13].[Na+].Cl. The catalyst is CO. The product is [CH3:12][O:13][C:2]1[CH:3]=[CH:4][C:5]([N+:9]([O-:11])=[O:10])=[C:6]([OH:8])[CH:7]=1. The yield is 0.930. (7) The reactants are [C:1]([N:8]1[CH2:13][CH2:12][NH:11][CH2:10][CH2:9]1)([O:3][C:4]([CH3:7])([CH3:6])[CH3:5])=[O:2].C(N(C(C)C)CC)(C)C.[F:23][C:24]([F:35])([F:34])[C:25]1[CH:33]=[CH:32][CH:31]=[CH:30][C:26]=1[C:27](Cl)=[O:28]. The catalyst is ClCCl. The product is [C:4]([O:3][C:1]([N:8]1[CH2:9][CH2:10][N:11]([C:27](=[O:28])[C:26]2[CH:30]=[CH:31][CH:32]=[CH:33][C:25]=2[C:24]([F:23])([F:34])[F:35])[CH2:12][CH2:13]1)=[O:2])([CH3:7])([CH3:6])[CH3:5]. The yield is 0.950. (8) The reactants are [Cl:1][C:2]1[CH:8]=[C:7]([O:9][C:10]2[C:19]3[C:14](=[CH:15][C:16]([O:22][CH3:23])=[C:17]([O:20][CH3:21])[CH:18]=3)[N:13]=[CH:12][N:11]=2)[CH:6]=[CH:5][C:3]=1[NH2:4].C1(C)C=CC=CC=1.C(N(CC)CC)C.Cl[C:39](Cl)([O:41]C(=O)OC(Cl)(Cl)Cl)Cl.[F:50][C:51]1[CH:59]=[CH:58][CH:57]=[CH:56][C:52]=1[CH:53]([OH:55])[CH3:54]. The catalyst is C(Cl)Cl. The product is [Cl:1][C:2]1[CH:8]=[C:7]([O:9][C:10]2[C:19]3[C:14](=[CH:15][C:16]([O:22][CH3:23])=[C:17]([O:20][CH3:21])[CH:18]=3)[N:13]=[CH:12][N:11]=2)[CH:6]=[CH:5][C:3]=1[NH:4][C:39](=[O:41])[O:55][CH:53]([C:52]1[CH:56]=[CH:57][CH:58]=[CH:59][C:51]=1[F:50])[CH3:54]. The yield is 0.450. (9) The reactants are [C:14]1(P([C:14]2[CH:19]=[CH:18][CH:17]=[CH:16][CH:15]=2)[C:14]2[CH:19]=[CH:18][CH:17]=[CH:16][CH:15]=2)[CH:19]=[CH:18][CH:17]=[CH:16][CH:15]=1.CCCBr.CC(C)([O-])C.[K+].[Cl:30][CH2:31][CH2:32][CH2:33][CH2:34]C#CC=O. The catalyst is O1CCCC1.CN(C)C(=O)C. The product is [CH2:31]([Cl:30])[CH2:32][CH2:33][CH2:34][C:15]#[C:16]/[CH:17]=[CH:18]\[CH2:19][CH3:14]. The yield is 0.751. (10) The catalyst is C1COCC1. The yield is 0.800. The reactants are [CH3:1][N:2]([CH:31]([CH3:33])[CH3:32])[C:3]1[C:4]([C:16]2[CH:20]=[CH:19][N:18]([Si](C(C)C)(C(C)C)C(C)C)[CH:17]=2)=[N:5][C:6]2[C:11]([N:12]=1)=[CH:10][C:9]([C:13]([O-:15])=[O:14])=[CH:8][CH:7]=2.[CH3:34]CCC[N+](CCCC)(CCCC)CCCC.[F-]. The product is [CH3:1][N:2]([CH:31]([CH3:33])[CH3:32])[C:3]1[C:4]([C:16]2[CH:20]=[CH:19][NH:18][CH:17]=2)=[N:5][C:6]2[C:11]([N:12]=1)=[CH:10][C:9]([C:13]([O:15][CH3:34])=[O:14])=[CH:8][CH:7]=2.